Dataset: Full USPTO retrosynthesis dataset with 1.9M reactions from patents (1976-2016). Task: Predict the reactants needed to synthesize the given product. (1) Given the product [CH3:20][C:13]1[CH:14]=[C:15]([CH3:19])[CH:16]=[C:17]([CH3:18])[C:12]=1[S:9]([NH:8][CH:6]([CH3:7])[CH2:5][SH:4])(=[O:10])=[O:11], predict the reactants needed to synthesize it. The reactants are: C([S:4][CH2:5][CH:6]([NH:8][S:9]([C:12]1[C:17]([CH3:18])=[CH:16][C:15]([CH3:19])=[CH:14][C:13]=1[CH3:20])(=[O:11])=[O:10])[CH3:7])(=O)C. (2) Given the product [OH:16][CH:11]([C:12]([CH3:13])([CH3:15])[CH3:14])[CH2:10][C:3]1[CH:4]=[C:5]([O:8][CH3:9])[CH:6]=[CH:7][C:2]=1[NH:1][CH2:17][C:19]1[CH:20]=[C:21]([CH:26]=[CH:27][CH:28]=1)[C:22]([O:24][CH3:25])=[O:23], predict the reactants needed to synthesize it. The reactants are: [NH2:1][C:2]1[CH:7]=[CH:6][C:5]([O:8][CH3:9])=[CH:4][C:3]=1[CH2:10][CH:11]([OH:16])[C:12]([CH3:15])([CH3:14])[CH3:13].[CH:17]([C:19]1[CH:20]=[C:21]([CH:26]=[CH:27][CH:28]=1)[C:22]([O:24][CH3:25])=[O:23])=O.C(O[BH-](OC(=O)C)OC(=O)C)(=O)C.[Na+]. (3) Given the product [CH:1]([N:4]1[C:8]([C:9]2[N:18]=[C:17]3[C:16]4[CH:19]=[N:20][C:21]([N:24]5[CH2:29][CH2:28][O:27][CH2:26][CH2:25]5)=[CH:22][C:15]=4[O:14][CH2:13][CH2:12][N:11]3[CH:10]=2)=[N:7][CH:6]=[N:5]1)([CH3:3])[CH3:2], predict the reactants needed to synthesize it. The reactants are: [CH:1]([N:4]1[C:8]([C:9]2[N:18]=[C:17]3[N:11]([CH2:12][CH2:13][O:14][C:15]4[CH:22]=[C:21](O)[N:20]=[CH:19][C:16]=43)[CH:10]=2)=[N:7][CH:6]=[N:5]1)([CH3:3])[CH3:2].[NH:24]1[CH2:29][CH2:28][O:27][CH2:26][CH2:25]1. (4) Given the product [C:18]([O:22][C:23]([N:25]1[C:30]2[CH:31]=[CH:32][C:33]([O:35][CH2:2][C:3]3[S:4][C:5]([C:14]([F:17])([F:16])[F:15])=[C:6]([C:8]4[CH:13]=[CH:12][CH:11]=[CH:10][CH:9]=4)[CH:7]=3)=[CH:34][C:29]=2[O:28][CH2:27][CH2:26]1)=[O:24])([CH3:21])([CH3:19])[CH3:20], predict the reactants needed to synthesize it. The reactants are: Cl[CH2:2][C:3]1[S:4][C:5]([C:14]([F:17])([F:16])[F:15])=[C:6]([C:8]2[CH:13]=[CH:12][CH:11]=[CH:10][CH:9]=2)[CH:7]=1.[C:18]([O:22][C:23]([N:25]1[C:30]2[CH:31]=[CH:32][C:33]([OH:35])=[CH:34][C:29]=2[O:28][CH2:27][CH2:26]1)=[O:24])([CH3:21])([CH3:20])[CH3:19].C(=O)([O-])[O-].[K+].[K+].